From a dataset of Reaction yield outcomes from USPTO patents with 853,638 reactions. Predict the reaction yield, written as a fraction of the theoretical maximum amount of product (1.0 means a 100% yield; for example, 0.34 means a 34% yield). (1) No catalyst specified. The reactants are Br.[NH2:2][C:3]1[N:8]=[CH:7][C:6]([C:9]2[CH:14]=[CH:13][C:12]([S:15]([NH:18][CH:19]3[CH2:21][CH2:20]3)(=[O:17])=[O:16])=[CH:11][CH:10]=2)=[CH:5][C:4]=1Br.[CH3:23][C:24]1([CH3:44])[C:33]2[C:28](=[CH:29][CH:30]=[C:31](B3OC(C)(C)C(C)(C)O3)[CH:32]=2)[C:27](=[O:43])[NH:26][CH2:25]1. The yield is 0.370. The product is [NH2:2][C:3]1[N:8]=[CH:7][C:6]([C:9]2[CH:14]=[CH:13][C:12]([S:15]([NH:18][CH:19]3[CH2:21][CH2:20]3)(=[O:17])=[O:16])=[CH:11][CH:10]=2)=[CH:5][C:4]=1[C:31]1[CH:32]=[C:33]2[C:28](=[CH:29][CH:30]=1)[C:27](=[O:43])[NH:26][CH2:25][C:24]2([CH3:44])[CH3:23]. (2) The reactants are [CH:1]([C@H:4]1[CH2:8][O:7][C:6](=[O:9])[N:5]1[C:10]1[CH:15]=[CH:14][N:13]=[C:12]([NH:16][C@H:17]([C:19]2[CH:26]=[CH:25][C:22]([CH:23]=O)=[CH:21][CH:20]=2)[CH3:18])[N:11]=1)([CH3:3])[CH3:2].[CH3:27][C:28]1([CH3:41])[CH2:33][NH:32][CH2:31][CH2:30][N:29]1[C:34]([O:36][C:37]([CH3:40])([CH3:39])[CH3:38])=[O:35].C(O)(=O)C. The catalyst is CO.O.CCOC(C)=O. The product is [CH:1]([C@H:4]1[CH2:8][O:7][C:6](=[O:9])[N:5]1[C:10]1[CH:15]=[CH:14][N:13]=[C:12]([NH:16][C@H:17]([C:19]2[CH:26]=[CH:25][C:22]([CH2:23][N:32]3[CH2:31][CH2:30][N:29]([C:34]([O:36][C:37]([CH3:40])([CH3:39])[CH3:38])=[O:35])[C:28]([CH3:41])([CH3:27])[CH2:33]3)=[CH:21][CH:20]=2)[CH3:18])[N:11]=1)([CH3:2])[CH3:3]. The yield is 0.724. (3) The reactants are [NH2:1][C:2]1[O:6][N:5]=[C:4]([CH3:7])[C:3]=1[Br:8].[CH2:9]([O:13][C:14]1[CH:19]=[CH:18][C:17]([S:20](Cl)(=[O:22])=[O:21])=[CH:16][CH:15]=1)[CH2:10][CH2:11][CH3:12]. No catalyst specified. The product is [CH2:9]([O:13][C:14]1[CH:19]=[CH:18][C:17]([S:20]([NH:1][C:2]2[O:6][N:5]=[C:4]([CH3:7])[C:3]=2[Br:8])(=[O:22])=[O:21])=[CH:16][CH:15]=1)[CH2:10][CH2:11][CH3:12]. The yield is 0.330. (4) The reactants are B.C1COCC1.C1COCC1.[F:12][C:13]1[C:17]2[CH:18]=[CH:19][CH:20]=[C:21]([O:22][CH3:23])[C:16]=2[S:15][C:14]=1[C:24](O)=[O:25]. The catalyst is O. The product is [F:12][C:13]1[C:17]2[CH:18]=[CH:19][CH:20]=[C:21]([O:22][CH3:23])[C:16]=2[S:15][C:14]=1[CH2:24][OH:25]. The yield is 0.600. (5) The reactants are [C:1]([O:5][C:6]([NH:8][C@@H:9]1[CH2:12][N:11](C(C2C=CC=CC=2)C2C=CC=CC=2)[C@H:10]1[CH2:26][CH3:27])=[O:7])([CH3:4])([CH3:3])[CH3:2].[H][H]. The catalyst is CO.[Pd]. The product is [C:1]([O:5][C:6]([NH:8][C@@H:9]1[CH2:12][NH:11][C@H:10]1[CH2:26][CH3:27])=[O:7])([CH3:4])([CH3:3])[CH3:2]. The yield is 0.710. (6) The reactants are [OH:1][CH2:2][C:3]1([CH2:16][OH:17])[C:15]2[CH:14]=[CH:13][CH:12]=[CH:11][C:10]=2[C:9]2[C:4]1=[CH:5][CH:6]=[CH:7][CH:8]=2.[C:18]([OH:22])(=O)[CH:19]=[CH2:20].[C:23]1([CH3:29])C=CC=C[CH:24]=1.S(=O)(=O)(O)[OH:31]. The catalyst is O. The product is [C:29]([O:1][CH2:2][C:3]1([CH2:16][O:17][C:18](=[O:22])[CH:19]=[CH2:20])[C:15]2[CH:14]=[CH:13][CH:12]=[CH:11][C:10]=2[C:9]2[C:4]1=[CH:5][CH:6]=[CH:7][CH:8]=2)(=[O:31])[CH:23]=[CH2:24]. The yield is 0.350.